From a dataset of Catalyst prediction with 721,799 reactions and 888 catalyst types from USPTO. Predict which catalyst facilitates the given reaction. (1) Reactant: CN(C)C=O.CS([O:10][CH2:11][CH2:12][C:13]([CH3:17])=[C:14]([F:16])[F:15])(=O)=O.[S:18]1[C:22]([C:23](O)=[O:24])=[CH:21][C:20]2[CH:26]=[CH:27][CH:28]=[CH:29][C:19]1=2.C(=O)([O-])O.[Na+]. Product: [S:18]1[C:22]([C:23]([O:10][CH2:11][CH2:12][C:13]([CH3:17])=[C:14]([F:15])[F:16])=[O:24])=[CH:21][C:20]2[CH:26]=[CH:27][CH:28]=[CH:29][C:19]1=2. The catalyst class is: 6. (2) Reactant: [Br:1][C:2]1[CH:11]=[C:10]2[C:5]([CH2:6][CH2:7][CH:8]([C:13]([CH3:16])([CH3:15])[CH3:14])[C:9]2=[O:12])=[CH:4][CH:3]=1.[Br:17]Br. Product: [Br:17][C:8]1([C:13]([CH3:16])([CH3:15])[CH3:14])[CH2:7][CH2:6][C:5]2[C:10](=[CH:11][C:2]([Br:1])=[CH:3][CH:4]=2)[C:9]1=[O:12]. The catalyst class is: 52. (3) Reactant: [ClH:1].O1CCOCC1.OC(C(F)(F)F)=O.[C:15]1([C:21]2[O:22][CH:23]=[C:24]([C:26]([N:28]3[CH2:33][CH2:32][N:31](C(OC(C)(C)C)=O)[CH2:30][CH:29]3[CH2:41][O:42][C:43]3[CH:44]=[N:45][CH:46]=[CH:47][CH:48]=3)=[O:27])[N:25]=2)[CH:20]=[CH:19][CH:18]=[CH:17][CH:16]=1. Product: [ClH:1].[ClH:1].[C:15]1([C:21]2[O:22][CH:23]=[C:24]([C:26]([N:28]3[CH2:33][CH2:32][NH:31][CH2:30][CH:29]3[CH2:41][O:42][C:43]3[CH:44]=[N:45][CH:46]=[CH:47][CH:48]=3)=[O:27])[N:25]=2)[CH:16]=[CH:17][CH:18]=[CH:19][CH:20]=1. The catalyst class is: 5. (4) Reactant: [C:1]([C:5]1[CH:6]=[C:7]([O:24][C:25]([F:28])([F:27])[F:26])[CH:8]=[C:9]2[C:14]=1[O:13][CH:12]([C:15]([F:18])([F:17])[F:16])[C:11]([C:19]([O:21][CH2:22][CH3:23])=[O:20])=[CH:10]2)#[C:2][CH2:3][CH3:4]. Product: [CH2:1]([C:5]1[CH:6]=[C:7]([O:24][C:25]([F:28])([F:26])[F:27])[CH:8]=[C:9]2[C:14]=1[O:13][CH:12]([C:15]([F:16])([F:17])[F:18])[C:11]([C:19]([O:21][CH2:22][CH3:23])=[O:20])=[CH:10]2)[CH2:2][CH2:3][CH3:4]. The catalyst class is: 29.